From a dataset of Experimentally validated miRNA-target interactions with 360,000+ pairs, plus equal number of negative samples. Binary Classification. Given a miRNA mature sequence and a target amino acid sequence, predict their likelihood of interaction. (1) The miRNA is mmu-miR-667-3p with sequence UGACACCUGCCACCCAGCCCAAG. Result: 0 (no interaction). The protein sequence of the target gene is MAPPGLPLWLLSTALLSLLAGSSAFLSHPRLKGRFQRDRRNIRPNIILVLTDDQDVELGSMQVMNKTRRIMEQGGAHFINAFVTTPMCCPSRSSILTGKYVHNHNTYTNNENCSSPSWQAQHESRTFAVYLNSTGYRTAFFGKYLNEYNGSYVPPGWKEWVGLLKNSRFYNYTLCRNGVKEKHGSDYSTDYLTDLITNDSVSFFRTSKKMYPHRPVLMVISHAAPHGPEDSAPQYSRLFPNASQHITPSYNYAPNPDKHWIMRYTGPMKPIHMEFTNMLQRKRLQTLMSVDDSMETIYDM.... (2) The miRNA is hsa-miR-4666a-3p with sequence CAUACAAUCUGACAUGUAUUU. The protein sequence of the target gene is MSLRRHIGNPEYLMKRIPQNPRYQHIKSRLDTGNSMTKYTEKLEEIKKNYRYKKDELFKRLKVTTFAQLIIQVASLSDQTLEVTAEEIQRLEDNDSAASDPDAETTARTNGKGNPGEQSPSPEQFINNAGAGDSSRSTLQSVISGVGELDLDKGPVKKAEPHTKDKPYPDCPFLLLDVRDRDSYQQCHIVGAYSYPIATLSRTMNPYSNDILEYKNAHGKIIILYDDDERLASQAATTMCERGFENLFMLSGGLKVLAQKFPEGLITGSLPASCQQALPPGSARKRSSPKGPPLPAENKW.... Result: 0 (no interaction). (3) The miRNA is hsa-miR-34a-3p with sequence CAAUCAGCAAGUAUACUGCCCU. The protein sequence of the target gene is MEDSRETSPSSNNSSEELSSTLQLSKGMSIFLDILRRADKNDDGKLSFEEFKAYFADGVLSGEELHELFHTIDTHNTNNLDTEELCEYFSQHLGEYENVLAALEDLNLSILKAMGKTKKDYQEASNLEQFVTRFLLKETLNQLQSLQNSLECAMETTEEQTRQERQGPSKPEVLSIQWPGKRSSRRVQRHNSFSPNSPQFNVSSPALLEEDNQWMTQINRLQKLIDRLEKKDLKLEPLEEEIIEENTKPHIMLVQRQMSVTEEDLEEFQLALKHYVESASAQSGCLRISIQKLSNESRYM.... Result: 0 (no interaction).